Task: Predict the product of the given reaction.. Dataset: Forward reaction prediction with 1.9M reactions from USPTO patents (1976-2016) (1) Given the reactants [N:1]1[C:10]2[C:5](=[CH:6][CH:7]=[CH:8][CH:9]=2)[N:4]=[CH:3][C:2]=1[CH2:11][CH2:12][C:13]1[N:25]=[C:16]2[CH:17]=[CH:18][C:19]3[C:24]([N:15]2[N:14]=1)=[CH:23][CH:22]=[CH:21][N:20]=3.[ClH:26], predict the reaction product. The product is: [ClH:26].[N:1]1[C:10]2[C:5](=[CH:6][CH:7]=[CH:8][CH:9]=2)[N:4]=[CH:3][C:2]=1[CH2:11][CH2:12][C:13]1[N:25]=[C:16]2[CH:17]=[CH:18][C:19]3[C:24]([N:15]2[N:14]=1)=[CH:23][CH:22]=[CH:21][N:20]=3. (2) Given the reactants [CH3:1][O:2][C:3]1[CH:4]=[C:5]([CH:12]2[CH2:14][O:13]2)[CH:6]=[CH:7][C:8]=1[N+:9]([O-])=O.[NH:15]1[CH2:20][CH2:19][O:18][CH2:17][CH2:16]1, predict the reaction product. The product is: [NH2:9][C:8]1[CH:7]=[CH:6][C:5]([CH:12]([OH:13])[CH2:14][N:15]2[CH2:20][CH2:19][O:18][CH2:17][CH2:16]2)=[CH:4][C:3]=1[O:2][CH3:1]. (3) Given the reactants [NH2:1][C:2]1[C:3]([F:19])=[C:4]([C:11]2[CH:16]=[CH:15][C:14]([F:17])=[CH:13][C:12]=2[F:18])[CH:5]=[CH:6][C:7]=1[C:8]([OH:10])=[O:9].C1C(=O)N([Br:27])C(=O)C1, predict the reaction product. The product is: [NH2:1][C:2]1[C:3]([F:19])=[C:4]([C:11]2[CH:16]=[CH:15][C:14]([F:17])=[CH:13][C:12]=2[F:18])[C:5]([Br:27])=[CH:6][C:7]=1[C:8]([OH:10])=[O:9].